Dataset: Forward reaction prediction with 1.9M reactions from USPTO patents (1976-2016). Task: Predict the product of the given reaction. (1) Given the reactants Br[C:2]1[S:6][C:5]([C:7]([S:10]([NH2:13])(=[O:12])=[O:11])([CH3:9])[CH3:8])=[N:4][CH:3]=1.[CH3:14][C:15]1[CH:16]=[C:17]([CH:19]=[C:20](B2OC(C)(C)C(C)(C)O2)[CH:21]=1)[NH2:18].CC(C1C=C(C(C)C)C(C2C=CC=CC=2P(C2CCCCC2)C2CCCCC2)=C(C(C)C)C=1)C.C(=O)([O-])[O-].[Cs+].[Cs+], predict the reaction product. The product is: [NH2:18][C:17]1[CH:19]=[C:20]([C:2]2[S:6][C:5]([C:7]([S:10]([NH2:13])(=[O:12])=[O:11])([CH3:9])[CH3:8])=[N:4][CH:3]=2)[CH:21]=[C:15]([CH3:14])[CH:16]=1. (2) Given the reactants [C:1]([N:8]1[C:16]2[C:11](=[CH:12][CH:13]=[C:14]([O:17][C:18](F)(F)F)[CH:15]=2)[CH:10]=[C:9]1B(O)O)([O:3][C:4]([CH3:7])([CH3:6])[CH3:5])=[O:2].I[C:26]1[CH:31]=[CH:30][C:29]([N:32]2[CH2:36][CH2:35][CH2:34][S:33]2(=[O:38])=[O:37])=[CH:28][CH:27]=1.C([O-])([O-])=O.[K+].[K+], predict the reaction product. The product is: [C:1]([N:8]1[C:16]2[C:11](=[CH:12][CH:13]=[C:14]([O:17][CH3:18])[CH:15]=2)[CH:10]=[C:9]1[C:26]1[CH:27]=[CH:28][C:29]([N:32]2[CH2:36][CH2:35][CH2:34][S:33]2(=[O:38])=[O:37])=[CH:30][CH:31]=1)([O:3][C:4]([CH3:7])([CH3:6])[CH3:5])=[O:2]. (3) Given the reactants C(S(C1C=CC(CNC(C2C=C3CN[C@@H](C(C)C)C3=NC=2)=O)=CC=1)(=O)=O)C.[CH2:28]([S:30]([C:33]1[CH:62]=[CH:61][C:36]([CH2:37][NH:38][C:39]([C:41]2[CH:42]=[C:43]3[CH:49]([CH3:50])[N:48](C(OC(C)(C)C)=O)[C@@H:47]([CH:58]([CH3:60])[CH3:59])[C:44]3=[N:45][CH:46]=2)=[O:40])=[CH:35][CH:34]=1)(=[O:32])=[O:31])[CH3:29], predict the reaction product. The product is: [CH2:28]([S:30]([C:33]1[CH:34]=[CH:35][C:36]([CH2:37][NH:38][C:39]([C:41]2[CH:42]=[C:43]3[CH:49]([CH3:50])[NH:48][C@@H:47]([CH:58]([CH3:60])[CH3:59])[C:44]3=[N:45][CH:46]=2)=[O:40])=[CH:61][CH:62]=1)(=[O:32])=[O:31])[CH3:29]. (4) Given the reactants Cl.[CH2:2]([N:4]=[C:5]=[N:6][CH2:7][CH2:8][CH2:9][N:10]([CH3:12])C)[CH3:3].[C:13]([O:17][C:18]([NH:20][C@H:21]([C:25]([OH:27])=O)[CH:22]([CH3:24])[CH3:23])=[O:19])([CH3:16])([CH3:15])[CH3:14].O.ON1[C:34]2C=CC=C[C:33]=2N=N1.[CH3:39]N1CCOCC1, predict the reaction product. The product is: [C:13]([O:17][C:18](=[O:19])[NH:20][C@H:21]([C:25]([N:10]1[CH2:9][CH2:8][CH:7]([NH:6][C:5]2[CH:34]=[CH:33][CH:3]=[CH:2][N:4]=2)[CH2:39][CH2:12]1)=[O:27])[CH:22]([CH3:23])[CH3:24])([CH3:14])([CH3:15])[CH3:16]. (5) Given the reactants [Cl:1][C:2]1[N:7]=[CH:6][C:5]([OH:8])=[CH:4][CH:3]=1.[F:9][C@H:10]1[C@H:15](O)[CH2:14][CH2:13][N:12]([C:17]([O:19][C:20]([CH3:23])([CH3:22])[CH3:21])=[O:18])[CH2:11]1, predict the reaction product. The product is: [C:20]([O:19][C:17]([N:12]1[CH2:13][CH2:14][C@H:15]([O:8][C:5]2[CH:6]=[N:7][C:2]([Cl:1])=[CH:3][CH:4]=2)[C@H:10]([F:9])[CH2:11]1)=[O:18])([CH3:23])([CH3:21])[CH3:22]. (6) Given the reactants Br[C:2]1[CH:14]=[CH:13][C:5]([CH2:6][N:7]2[CH2:11][CH2:10][C@@H:9]([F:12])[CH2:8]2)=[CH:4][CH:3]=1.[CH3:15][C:16]1([CH3:25])[CH2:21][CH:20]([CH3:22])[O:19][B:18]([CH:23]=[CH2:24])[O:17]1, predict the reaction product. The product is: [F:12][C@@H:9]1[CH2:10][CH2:11][N:7]([CH2:6][C:5]2[CH:13]=[CH:14][C:2](/[CH:24]=[CH:23]/[B:18]3[O:17][C:16]([CH3:25])([CH3:15])[CH2:21][CH:20]([CH3:22])[O:19]3)=[CH:3][CH:4]=2)[CH2:8]1. (7) Given the reactants FC(F)(F)C(O)=O.C(OC(=O)[NH:14][C@@H:15]([C:17]1[CH:22]=[CH:21][C:20]([C:23]2[C:24]([O:29][CH3:30])=[N:25][CH:26]=[CH:27][CH:28]=2)=[CH:19][CH:18]=1)[CH3:16])(C)(C)C, predict the reaction product. The product is: [CH3:30][O:29][C:24]1[C:23]([C:20]2[CH:21]=[CH:22][C:17]([C@H:15]([NH2:14])[CH3:16])=[CH:18][CH:19]=2)=[CH:28][CH:27]=[CH:26][N:25]=1.